From a dataset of CYP2D6 inhibition data for predicting drug metabolism from PubChem BioAssay. Regression/Classification. Given a drug SMILES string, predict its absorption, distribution, metabolism, or excretion properties. Task type varies by dataset: regression for continuous measurements (e.g., permeability, clearance, half-life) or binary classification for categorical outcomes (e.g., BBB penetration, CYP inhibition). Dataset: cyp2d6_veith. (1) The compound is CCOc1c(OC(C)=O)ccc(/C=C/c2ccc3cccc(OC(C)=O)c3n2)c1[N+](=O)[O-]. The result is 1 (inhibitor). (2) The molecule is O=C1C2C3C=CC(CC3)C2C(=O)N1/N=C/c1ccccc1O. The result is 0 (non-inhibitor).